Task: Predict the product of the given reaction.. Dataset: Forward reaction prediction with 1.9M reactions from USPTO patents (1976-2016) (1) Given the reactants Br[C:2]1[CH:7]=[CH:6][N:5]=[C:4]([N:8]2[CH2:13][CH2:12][O:11][CH2:10][CH2:9]2)[CH:3]=1.[B:14]1([B:14]2[O:18][C:17]([CH3:20])([CH3:19])[C:16]([CH3:22])([CH3:21])[O:15]2)[O:18][C:17]([CH3:20])([CH3:19])[C:16]([CH3:22])([CH3:21])[O:15]1.C([O-])(=O)C.[K+], predict the reaction product. The product is: [CH3:21][C:16]1([CH3:22])[C:17]([CH3:20])([CH3:19])[O:18][B:14]([C:2]2[CH:7]=[CH:6][N:5]=[C:4]([N:8]3[CH2:13][CH2:12][O:11][CH2:10][CH2:9]3)[CH:3]=2)[O:15]1. (2) Given the reactants [CH:1]1([CH2:4][CH2:5][O:6][C:7]2[N:15]=[C:14]3[C:10]([N:11]=[C:12]([O:24]C)[N:13]3[CH2:16][CH2:17][CH:18]3[CH2:23][CH2:22][CH2:21][CH2:20][O:19]3)=[C:9]([NH2:26])[N:8]=2)[CH2:3][CH2:2]1.Cl, predict the reaction product. The product is: [NH2:26][C:9]1[N:8]=[C:7]([O:6][CH2:5][CH2:4][CH:1]2[CH2:2][CH2:3]2)[N:15]=[C:14]2[C:10]=1[NH:11][C:12](=[O:24])[N:13]2[CH2:16][CH2:17][CH:18]1[CH2:23][CH2:22][CH2:21][CH2:20][O:19]1. (3) The product is: [F:15][C:16]1[CH:21]=[C:20]([C:2]2[C:3]([O:8][CH:9]3[CH2:14][CH2:13][O:12][CH2:11][CH2:10]3)=[N:4][CH:5]=[CH:6][CH:7]=2)[CH:19]=[CH:18][C:17]=1[C:31]1[CH:36]=[N:35][C:34]([NH2:37])=[N:33][CH:32]=1. Given the reactants Br[C:2]1[C:3]([O:8][CH:9]2[CH2:14][CH2:13][O:12][CH2:11][CH2:10]2)=[N:4][CH:5]=[CH:6][CH:7]=1.[F:15][C:16]1[CH:21]=[C:20](B2OC(C)(C)C(C)(C)O2)[CH:19]=[CH:18][C:17]=1[C:31]1[CH:32]=[N:33][C:34]([NH2:37])=[N:35][CH:36]=1, predict the reaction product. (4) Given the reactants C([O:3][C:4](=[O:40])[C:5]1[CH:10]=[CH:9][C:8]([NH:11][C:12]2[C:17](=[O:18])[N:16]([CH3:19])[CH:15]=[C:14]([C:20]3[CH:25]=[CH:24][CH:23]=[C:22]([NH:26][C:27](=[O:38])[C:28]4[CH:33]=[CH:32][C:31]([C:34]([CH3:37])([CH3:36])[CH3:35])=[CH:30][CH:29]=4)[C:21]=3[CH3:39])[N:13]=2)=[CH:7][CH:6]=1)C.[OH-].[Na+], predict the reaction product. The product is: [C:34]([C:31]1[CH:32]=[CH:33][C:28]([C:27]([NH:26][C:22]2[C:21]([CH3:39])=[C:20]([C:14]3[N:13]=[C:12]([NH:11][C:8]4[CH:7]=[CH:6][C:5]([C:4]([OH:40])=[O:3])=[CH:10][CH:9]=4)[C:17](=[O:18])[N:16]([CH3:19])[CH:15]=3)[CH:25]=[CH:24][CH:23]=2)=[O:38])=[CH:29][CH:30]=1)([CH3:37])([CH3:35])[CH3:36]. (5) Given the reactants [C:1]([O:4][C@@H:5]([C@@H:35]1[C@@H:39]([O:40][C:41](=[O:43])[CH3:42])[C@@H:38]([O:44][C:45](=[O:47])[CH3:46])[C@H:37]([N:48]2[CH:53]=[CH:52][C:51](=[O:54])[NH:50][C:49]2=[O:55])[O:36]1)[CH:6]([C:30]([O:32][CH2:33][CH3:34])=[O:31])[NH:7][CH2:8][CH2:9][CH2:10][NH:11][C:12](=[O:29])[C@H:13]([CH2:25][CH:26]([CH3:28])[CH3:27])[NH:14]C(=O)OCC1C=CC=CC=1)(=[O:3])[CH3:2], predict the reaction product. The product is: [C:1]([O:4][C@@H:5]([C@@H:35]1[C@@H:39]([O:40][C:41](=[O:43])[CH3:42])[C@@H:38]([O:44][C:45](=[O:47])[CH3:46])[C@H:37]([N:48]2[CH:53]=[CH:52][C:51](=[O:54])[NH:50][C:49]2=[O:55])[O:36]1)[CH:6]([NH:7][CH2:8][CH2:9][CH2:10][NH:11][C:12](=[O:29])[C@@H:13]([NH2:14])[CH2:25][CH:26]([CH3:27])[CH3:28])[C:30]([O:32][CH2:33][CH3:34])=[O:31])(=[O:3])[CH3:2]. (6) Given the reactants [ClH:1].[Cl:2][C:3]1[CH:9]=[CH:8][C:6](N)=[CH:5][C:4]=1[CH3:10].N([O-])=O.[Na+].[S:15](=[O:17])=[O:16], predict the reaction product. The product is: [Cl:2][C:3]1[CH:9]=[CH:8][C:6]([S:15]([Cl:1])(=[O:17])=[O:16])=[CH:5][C:4]=1[CH3:10].